Predict the product of the given reaction. From a dataset of Forward reaction prediction with 1.9M reactions from USPTO patents (1976-2016). Given the reactants [N+:1]([C:4]1[CH:5]=[C:6]2[C:11](=[CH:12][CH:13]=1)[N:10]=[CH:9][CH:8]=[N:7]2)([O-])=O.O.NN, predict the reaction product. The product is: [N:10]1[C:11]2[C:6](=[CH:5][C:4]([NH2:1])=[CH:13][CH:12]=2)[N:7]=[CH:8][CH:9]=1.